Dataset: Forward reaction prediction with 1.9M reactions from USPTO patents (1976-2016). Task: Predict the product of the given reaction. (1) Given the reactants [C:1]([C:3]1[CH:4]=[C:5]([CH:10]=[C:11]([O:13][CH2:14][C:15]([F:18])([F:17])[F:16])[CH:12]=1)[C:6]([O:8]C)=[O:7])#[N:2].[Br-].[Li+].C(N(CC)CC)C.Cl, predict the reaction product. The product is: [C:1]([C:3]1[CH:4]=[C:5]([CH:10]=[C:11]([O:13][CH2:14][C:15]([F:16])([F:18])[F:17])[CH:12]=1)[C:6]([OH:8])=[O:7])#[N:2]. (2) Given the reactants Cl.C(OC([NH:9][C@@H:10]1[CH2:15][CH2:14][C@H:13]([NH:16][C:17]2[CH:36]=[CH:35][C:34]([N+:37]([O-:39])=[O:38])=[CH:33][C:18]=2[C:19]([NH:21][CH2:22][C:23]2[CH:28]=[CH:27][C:26]([O:29][CH3:30])=[C:25]([O:31][CH3:32])[CH:24]=2)=[O:20])[CH2:12][CH2:11]1)=O)(C)(C)C, predict the reaction product. The product is: [NH2:9][C@@H:10]1[CH2:15][CH2:14][C@H:13]([NH:16][C:17]2[CH:36]=[CH:35][C:34]([N+:37]([O-:39])=[O:38])=[CH:33][C:18]=2[C:19]([NH:21][CH2:22][C:23]2[CH:28]=[CH:27][C:26]([O:29][CH3:30])=[C:25]([O:31][CH3:32])[CH:24]=2)=[O:20])[CH2:12][CH2:11]1. (3) Given the reactants BrC1C=CC2OC3C(=O)NC(C4CCN(C(OC(C)(C)C)=O)CC4)=NC=3C=2C=1.[Br:29][C:30]1[CH:31]=[CH:32][C:33]2[O:37][C:36]([C:38](=[O:40])[NH2:39])=[C:35]([NH:41][C:42]([C@H:44]3[CH2:48][C@H:47]([OH:49])[CH2:46][N:45]3[C:50]([O:52][C:53]([CH3:56])([CH3:55])[CH3:54])=[O:51])=O)[C:34]=2[CH:57]=1.BrC1C=CC2OC(C(=O)N)=C(NC(C3CCN(C(OC(C)(C)C)=O)CC3)=O)C=2C=1, predict the reaction product. The product is: [Br:29][C:30]1[CH:31]=[CH:32][C:33]2[O:37][C:36]3[C:38](=[O:40])[NH:39][C:42]([C@@H:44]4[CH2:48][C@H:47]([OH:49])[CH2:46][N:45]4[C:50]([O:52][C:53]([CH3:56])([CH3:55])[CH3:54])=[O:51])=[N:41][C:35]=3[C:34]=2[CH:57]=1.